The task is: Predict the reactants needed to synthesize the given product.. This data is from Full USPTO retrosynthesis dataset with 1.9M reactions from patents (1976-2016). (1) The reactants are: [Cl:1][C:2]1[C:3]([F:19])=[C:4]([N:9]2[C:13]([CH3:14])=[C:12]([C:15]([O:17]C)=[O:16])[N:11]=[N:10]2)[C:5]([F:8])=[CH:6][CH:7]=1.O=C(C)CC(OC)=O.C[O-].[Na+]. Given the product [Cl:1][C:2]1[C:3]([F:19])=[C:4]([N:9]2[C:13]([CH3:14])=[C:12]([C:15]([OH:17])=[O:16])[N:11]=[N:10]2)[C:5]([F:8])=[CH:6][CH:7]=1, predict the reactants needed to synthesize it. (2) The reactants are: [NH2:1][CH2:2][C:3]1[CH:8]=[CH:7][C:6]([CH:9]([CH3:31])[C:10]([NH:12][CH2:13][C:14]2[C:15]([C:24]3[CH:25]=[C:26]([CH3:30])[CH:27]=[CH:28][CH:29]=3)=[N:16][C:17]([C:20]([F:23])([F:22])[F:21])=[CH:18][CH:19]=2)=[O:11])=[CH:5][C:4]=1[O:32][CH3:33].[CH3:34][S:35](Cl)(=[O:37])=[O:36]. Given the product [CH3:33][O:32][C:4]1[CH:5]=[C:6]([CH:9]([CH3:31])[C:10]([NH:12][CH2:13][C:14]2[C:15]([C:24]3[CH:25]=[C:26]([CH3:30])[CH:27]=[CH:28][CH:29]=3)=[N:16][C:17]([C:20]([F:21])([F:22])[F:23])=[CH:18][CH:19]=2)=[O:11])[CH:7]=[CH:8][C:3]=1[CH2:2][NH:1][S:35]([CH3:34])(=[O:37])=[O:36], predict the reactants needed to synthesize it. (3) Given the product [Br:1][C:2]1[S:6][C:5]([C:7]([NH2:41])=[O:9])=[C:4]([NH:11][CH2:12][CH2:13][OH:37])[CH:3]=1, predict the reactants needed to synthesize it. The reactants are: [Br:1][C:2]1[S:6][C:5]([C:7]([O:9]C)=O)=[C:4]([NH:11][C:12](=O)[C:13](F)(F)F)[CH:3]=1.BrCCO[Si](C(C)(C)C)(C)C.C(=O)([O-])[O-].[Cs+].[Cs+].[I-].[Na+].[OH-:37].[Na+].Cl.[Cl-].[NH4+:41].C(N(CC)CC)C.ON1C2C=CC=CC=2N=N1.Cl.C(N=C=NCCCN(C)C)C.